Dataset: Full USPTO retrosynthesis dataset with 1.9M reactions from patents (1976-2016). Task: Predict the reactants needed to synthesize the given product. (1) Given the product [ClH:28].[F:24][CH:12]([C:13]1[CH:22]=[CH:21][C:16]2[C:17](=[O:20])[O:18][CH2:19][C:15]=2[C:14]=1[CH3:23])[CH2:11][N:9]1[CH2:10][CH2:5][NH:6][CH2:7][CH2:8]1, predict the reactants needed to synthesize it. The reactants are: CC([CH:5]1[CH2:10][N:9]([CH2:11][CH:12]([F:24])[C:13]2[CH:22]=[CH:21][C:16]3[C:17](=[O:20])[O:18][CH2:19][C:15]=3[C:14]=2[CH3:23])[CH2:8][CH2:7][N:6]1C([O-])=O)(C)C.[ClH:28]. (2) Given the product [F:61][C:58]([F:59])([F:60])[C:56]1[CH:55]=[C:27]([CH:26]=[C:25]([C:24]([F:23])([F:63])[F:62])[CH:57]=1)[CH2:28][N:29]1[C:33]([N:34]2[CH2:39][CH2:38][C:37](=[O:40])[CH2:36][CH2:35]2)=[C:32]([C:41]([N:43]2[CH2:47][CH2:46][CH2:45][C@@H:44]2[C:48]2[CH:53]=[CH:52][CH:51]=[CH:50][C:49]=2[Cl:54])=[O:42])[N:31]=[N:30]1, predict the reactants needed to synthesize it. The reactants are: CC(OI1(OC(C)=O)(OC(C)=O)OC(=O)C2C=CC=CC1=2)=O.[F:23][C:24]([F:63])([F:62])[C:25]1[CH:26]=[C:27]([CH:55]=[C:56]([C:58]([F:61])([F:60])[F:59])[CH:57]=1)[CH2:28][N:29]1[C:33]([N:34]2[CH2:39][CH2:38][CH:37]([OH:40])[CH2:36][CH2:35]2)=[C:32]([C:41]([N:43]2[CH2:47][CH2:46][CH2:45][C@@H:44]2[C:48]2[CH:53]=[CH:52][CH:51]=[CH:50][C:49]=2[Cl:54])=[O:42])[N:31]=[N:30]1. (3) Given the product [CH2:19]([O:18][C:16](=[O:17])[N:2]([C@H:3]1[CH2:8][CH2:7][C@@H:6]([OH:9])[CH2:5][CH2:4]1)[CH3:1])[C:20]1[CH:25]=[CH:24][CH:23]=[CH:22][CH:21]=1, predict the reactants needed to synthesize it. The reactants are: [CH3:1][NH:2][C@@H:3]1[CH2:8][CH2:7][C@H:6]([OH:9])[CH2:5][CH2:4]1.C([O-])(O)=O.[Na+].Cl[C:16]([O:18][CH2:19][C:20]1[CH:25]=[CH:24][CH:23]=[CH:22][CH:21]=1)=[O:17]. (4) Given the product [Cl:21][C:5]1[N:4]=[N:3][C:2]([NH:26][C:25]2[CH:27]=[CH:28][C:29]([N:31]3[CH2:32][CH2:33][P:34]([CH3:38])(=[O:37])[CH2:35][CH2:36]3)=[CH:30][C:24]=2[O:23][CH3:22])=[N:7][C:6]=1[NH:8][C:9]1[CH:14]=[CH:13][CH:12]=[CH:11][C:10]=1[S:15]([CH:18]([CH3:20])[CH3:19])(=[O:17])=[O:16], predict the reactants needed to synthesize it. The reactants are: Cl[C:2]1[N:3]=[N:4][C:5]([Cl:21])=[C:6]([NH:8][C:9]2[CH:14]=[CH:13][CH:12]=[CH:11][C:10]=2[S:15]([CH:18]([CH3:20])[CH3:19])(=[O:17])=[O:16])[N:7]=1.[CH3:22][O:23][C:24]1[CH:30]=[C:29]([N:31]2[CH2:36][CH2:35][P:34]([CH3:38])(=[O:37])[CH2:33][CH2:32]2)[CH:28]=[CH:27][C:25]=1[NH2:26].C12(CS(O)(=O)=O)C(C)(C)C(CC1)CC2=O. (5) Given the product [Cl:30][C:22]1[C:23]([C:24]2[CH:29]=[CH:28][CH:27]=[CH:26][CH:25]=2)=[N:1][N:5]=[C:6]2[N:10]([CH2:11][C:12]([OH:14])=[O:13])[N:9]=[C:8]([C:15]3[CH:20]=[CH:19][C:18]([F:21])=[CH:17][CH:16]=3)[C:7]=12, predict the reactants needed to synthesize it. The reactants are: [N:1]([O-])=O.[Na+].[NH2:5][C:6]1[N:10]([CH2:11][C:12]([OH:14])=[O:13])[N:9]=[C:8]([C:15]2[CH:20]=[CH:19][C:18]([F:21])=[CH:17][CH:16]=2)[C:7]=1[C:22]#[C:23][C:24]1[CH:29]=[CH:28][CH:27]=[CH:26][CH:25]=1.[ClH:30]. (6) Given the product [CH3:1][C@@H:2]1[CH2:3][CH2:4][C@H:5]([O:8][C:9]2[C:10]([C:22]([F:23])([F:25])[F:24])=[C:11]3[C:12](=[CH:17][CH:18]=2)[CH:13]=[C:14]([C:19]([N:33]2[CH:26]4[CH2:32][CH2:31][CH:30]2[CH2:29][CH:28]([C:34]([OH:36])=[O:35])[CH2:27]4)=[O:21])[CH:15]=[CH:16]3)[CH2:6][CH2:7]1, predict the reactants needed to synthesize it. The reactants are: [CH3:1][C@@H:2]1[CH2:7][CH2:6][C@H:5]([O:8][C:9]2[C:10]([C:22]([F:25])([F:24])[F:23])=[C:11]3[C:16](=[CH:17][CH:18]=2)[CH:15]=[C:14]([C:19]([OH:21])=O)[CH:13]=[CH:12]3)[CH2:4][CH2:3]1.[CH:26]12[NH:33][CH:30]([CH2:31][CH2:32]1)[CH2:29][CH:28]([C:34]([O:36]C)=[O:35])[CH2:27]2.Cl.CN(C(ON1N=NC2C=CC=NC1=2)=[N+](C)C)C.F[P-](F)(F)(F)(F)F.C(N(CC)C(C)C)(C)C.CC(O)=O.[OH-].[Na+]. (7) Given the product [C:1]([C:3]1[N:4]([CH2:30][C:31]([NH2:36])=[O:33])[CH:5]=[C:6]([C:8]([C:14]2[CH:15]=[C:16]3[C:20](=[CH:21][CH:22]=2)[N:19]([C:23]2[CH:28]=[CH:27][C:26]([F:29])=[CH:25][CH:24]=2)[N:18]=[CH:17]3)([OH:13])[C:9]([F:12])([F:11])[F:10])[CH:7]=1)#[N:2], predict the reactants needed to synthesize it. The reactants are: [C:1]([C:3]1[N:4]([CH2:30][C:31]([OH:33])=O)[CH:5]=[C:6]([C:8]([C:14]2[CH:15]=[C:16]3[C:20](=[CH:21][CH:22]=2)[N:19]([C:23]2[CH:28]=[CH:27][C:26]([F:29])=[CH:25][CH:24]=2)[N:18]=[CH:17]3)([OH:13])[C:9]([F:12])([F:11])[F:10])[CH:7]=1)#[N:2].C([N:36](CC)CC)C.[Cl-].[NH4+].C1CN([P+](ON2N=NC3C=CC=CC2=3)(N2CCCC2)N2CCCC2)CC1.F[P-](F)(F)(F)(F)F. (8) Given the product [CH2:8]([O:7][C:5](=[O:6])[C:4]1[CH:10]=[CH:11][CH:12]=[C:2]([O:1][CH2:15][CH:16]2[O:20][CH2:19][CH2:18][O:17]2)[CH:3]=1)[CH3:9], predict the reactants needed to synthesize it. The reactants are: [OH:1][C:2]1[CH:3]=[C:4]([CH:10]=[CH:11][CH:12]=1)[C:5]([O:7][CH2:8][CH3:9])=[O:6].BrC[CH2:15][CH:16]1[O:20][CH2:19][CH2:18][O:17]1.C(=O)([O-])[O-].[K+].[K+].[I-].[Na+]. (9) Given the product [Cl:1][C:2]1[N:7]=[C:6]([NH:12][CH3:11])[C:5]([CH3:9])=[CH:4][N:3]=1, predict the reactants needed to synthesize it. The reactants are: [Cl:1][C:2]1[N:7]=[C:6](Cl)[C:5]([CH3:9])=[CH:4][N:3]=1.C[CH2:11][N:12](C(C)C)C(C)C.CN. (10) Given the product [CH3:1][O:2][C:3]1[CH:4]=[CH:5][C:6]([C:9]2[C:13]3[C:14]([O:18][CH2:34][CH2:35][CH2:36][CH2:37][CH2:38][C:39]([O:41][CH2:42][CH3:43])=[O:40])=[CH:15][CH:16]=[CH:17][C:12]=3[O:11][C:10]=2[C:19]2[CH:24]=[CH:23][CH:22]=[CH:21][CH:20]=2)=[CH:7][CH:8]=1, predict the reactants needed to synthesize it. The reactants are: [CH3:1][O:2][C:3]1[CH:8]=[CH:7][C:6]([C:9]2[C:13]3=[C:14]([OH:18])[CH:15]=[CH:16][CH:17]=[C:12]3[O:11][C:10]=2[C:19]2[CH:24]=[CH:23][CH:22]=[CH:21][CH:20]=2)=[CH:5][CH:4]=1.C(=O)([O-])[O-].[Cs+].[Cs+].[I-].[K+].Br[CH2:34][CH2:35][CH2:36][CH2:37][CH2:38][C:39]([O:41][CH2:42][CH3:43])=[O:40].[Cl-].[Na+].